Dataset: Full USPTO retrosynthesis dataset with 1.9M reactions from patents (1976-2016). Task: Predict the reactants needed to synthesize the given product. Given the product [S:1]1[C:5]2[CH:6]=[CH:7][CH:8]=[CH:9][C:4]=2[N:3]=[C:2]1[C:10]1[C:14]([CH2:15][CH2:16][CH2:17][NH:21][CH3:20])=[N:13][NH:12][C:11]=1[NH2:19], predict the reactants needed to synthesize it. The reactants are: [S:1]1[C:5]2[CH:6]=[CH:7][CH:8]=[CH:9][C:4]=2[N:3]=[C:2]1[C:10]1[C:14]([CH2:15][CH2:16][CH2:17]Br)=[N:13][NH:12][C:11]=1[NH2:19].[CH3:20][NH2:21].